This data is from Reaction yield outcomes from USPTO patents with 853,638 reactions. The task is: Predict the reaction yield, written as a fraction of the theoretical maximum amount of product (1.0 means a 100% yield; for example, 0.34 means a 34% yield). (1) The reactants are [C:1]([N:9]1[CH2:26][CH2:25][C:13]2[N:14]3[C:23]4[C:18](=[CH:19][CH:20]=[CH:21][C:22]=4[C:12]=2[CH2:11][CH2:10]1)[C:17](=[O:24])[CH2:16][CH2:15]3)(=[O:8])[C:2]1[CH:7]=[CH:6][CH:5]=[CH:4][CH:3]=1.[BH4-].[Na+]. The catalyst is C(O)C. The product is [C:1]([N:9]1[CH2:26][CH2:25][CH:13]2[N:14]3[C:23]4[C:18](=[CH:19][CH:20]=[CH:21][C:22]=4[CH:12]2[CH2:11][CH2:10]1)[CH:17]([OH:24])[CH2:16][CH2:15]3)(=[O:8])[C:2]1[CH:7]=[CH:6][CH:5]=[CH:4][CH:3]=1. The yield is 0.840. (2) The reactants are [F:1][C:2]([F:7])([F:6])[C:3]([OH:5])=[O:4].[CH2:8]([N:10]([CH2:12][C:13]1[S:17][CH:16]=[C:15]([C:18]2[CH:19]=[C:20]3[C:24](=[C:25]([C:27]([NH2:29])=[O:28])[CH:26]=2)[NH:23][CH:22]=[C:21]3[CH:30]2[CH2:35][CH2:34][N:33]([S:36]([CH2:39][CH3:40])(=[O:38])=[O:37])[CH2:32][CH2:31]2)[CH:14]=1)[CH3:11])[CH3:9].[CH3:41]NCC. No catalyst specified. The product is [F:1][C:2]([F:7])([F:6])[C:3]([OH:5])=[O:4].[CH2:39]([S:36]([N:33]1[CH2:34][CH2:35][CH:30]([C:21]2[C:20]3[C:24](=[C:25]([C:27]([NH2:29])=[O:28])[CH:26]=[C:18]([C:15]4[CH:14]=[C:13]([CH2:12][N:10]([CH3:11])[CH2:8][CH2:9][CH3:41])[S:17][CH:16]=4)[CH:19]=3)[NH:23][CH:22]=2)[CH2:31][CH2:32]1)(=[O:37])=[O:38])[CH3:40]. The yield is 0.324.